From a dataset of Peptide-MHC class II binding affinity with 134,281 pairs from IEDB. Regression. Given a peptide amino acid sequence and an MHC pseudo amino acid sequence, predict their binding affinity value. This is MHC class II binding data. (1) The peptide sequence is LQMVGMRRPQQGASG. The MHC is DRB1_0405 with pseudo-sequence DRB1_0405. The binding affinity (normalized) is 0.358. (2) The peptide sequence is AGGYKAADMWGPSSDPAWER. The MHC is DRB1_0301 with pseudo-sequence DRB1_0301. The binding affinity (normalized) is 0. (3) The peptide sequence is SIAQHLVSDRPIMRY. The MHC is DRB1_0101 with pseudo-sequence DRB1_0101. The binding affinity (normalized) is 1.00. (4) The peptide sequence is EKYYFAATQFEPLAA. The MHC is HLA-DQA10401-DQB10402 with pseudo-sequence HLA-DQA10401-DQB10402. The binding affinity (normalized) is 0.705. (5) The peptide sequence is ENGEWAIDFCPGVIRRHHG. The MHC is DRB1_0405 with pseudo-sequence DRB1_0405. The binding affinity (normalized) is 0.146. (6) The peptide sequence is RSLWIIFSKNLNIKL. The MHC is DRB3_0202 with pseudo-sequence DRB3_0202. The binding affinity (normalized) is 0.468. (7) The peptide sequence is KYMVIQGEPGAVIRG. The binding affinity (normalized) is 0.413. The MHC is DRB1_1101 with pseudo-sequence DRB1_1101. (8) The peptide sequence is DLGKKRFLLIRNSTW. The MHC is DRB1_0405 with pseudo-sequence DRB1_0405. The binding affinity (normalized) is 0.799. (9) The peptide sequence is LVPFVQWFVGLSPTV. The MHC is DRB1_0101 with pseudo-sequence DRB1_0101. The binding affinity (normalized) is 0.447. (10) The peptide sequence is EHAFYLDWAVHSFRI. The MHC is DRB1_0301 with pseudo-sequence DRB1_0301. The binding affinity (normalized) is 0.195.